This data is from CYP1A2 inhibition data for predicting drug metabolism from PubChem BioAssay. The task is: Regression/Classification. Given a drug SMILES string, predict its absorption, distribution, metabolism, or excretion properties. Task type varies by dataset: regression for continuous measurements (e.g., permeability, clearance, half-life) or binary classification for categorical outcomes (e.g., BBB penetration, CYP inhibition). Dataset: cyp1a2_veith. (1) The compound is CCOc1c2ccc(C(=O)NCCc3cccs3)cc2nn1CC. The result is 1 (inhibitor). (2) The drug is O=C(O)Cn1c(-c2ccccc2)nc2ccccc21. The result is 0 (non-inhibitor). (3) The drug is Cc1noc(C)c1-c1nccc(Nc2ccc(F)cc2)n1. The result is 1 (inhibitor). (4) The drug is Cc1ccc(CN2CCN(Cc3ccc(C)o3)[C@@H](C)C2)o1. The result is 0 (non-inhibitor). (5) The molecule is CCN(Cc1ccncc1)C(=O)[C@@H](CO)c1ccccc1. The result is 1 (inhibitor). (6) The drug is O=C(Cn1ncc2ccsc2c1=O)N1CCC2(CC1)OCCO2. The result is 0 (non-inhibitor). (7) The compound is CCn1c(SCC(=O)NC2CCCc3ccccc32)nnc1-c1cccs1. The result is 0 (non-inhibitor).